Dataset: Peptide-MHC class I binding affinity with 185,985 pairs from IEDB/IMGT. Task: Regression. Given a peptide amino acid sequence and an MHC pseudo amino acid sequence, predict their binding affinity value. This is MHC class I binding data. (1) The peptide sequence is ITDNGPMPYM. The MHC is HLA-A02:06 with pseudo-sequence HLA-A02:06. The binding affinity (normalized) is 0.472. (2) The peptide sequence is WLSTYAVRI. The MHC is HLA-A02:02 with pseudo-sequence HLA-A02:02. The binding affinity (normalized) is 0.820. (3) The peptide sequence is AVDLSHFLK. The binding affinity (normalized) is 0.132. The MHC is HLA-A02:02 with pseudo-sequence HLA-A02:02.